The task is: Predict the reaction yield, written as a fraction of the theoretical maximum amount of product (1.0 means a 100% yield; for example, 0.34 means a 34% yield).. This data is from Reaction yield outcomes from USPTO patents with 853,638 reactions. (1) The reactants are [N:1]([C@@H:4]1[C:14]2[C:9](=[N:10][CH:11]=[CH:12][CH:13]=2)[C@H:8]([OH:15])[CH2:7][CH2:6][C@H:5]1[C:16]1[CH:21]=[C:20]([F:22])[CH:19]=[C:18]([F:23])[CH:17]=1)=[N+]=[N-].[O:24]=[C:25]1[NH:33][C:28]2=[N:29][CH:30]=[CH:31][CH:32]=[C:27]2[N:26]1[CH:34]1[CH2:39][CH2:38][N:37]([C:40](OC2C=CC([N+]([O-])=O)=CC=2)=[O:41])[CH2:36][CH2:35]1.C[Si]([N-][Si](C)(C)C)(C)C.[Na+]. The catalyst is CN(C)C=O. The product is [O:24]=[C:25]1[NH:33][C:28]2=[N:29][CH:30]=[CH:31][CH:32]=[C:27]2[N:26]1[CH:34]1[CH2:35][CH2:36][N:37]([C:40]([O:15][C@H:8]2[C:9]3=[N:10][CH:11]=[CH:12][CH:13]=[C:14]3[C@@H:4]([NH2:1])[C@H:5]([C:16]3[CH:21]=[C:20]([F:22])[CH:19]=[C:18]([F:23])[CH:17]=3)[CH2:6][CH2:7]2)=[O:41])[CH2:38][CH2:39]1. The yield is 0.760. (2) The reactants are [Cl:1][C:2]1[CH:30]=[CH:29][C:5]([CH2:6][C:7]2[N:8]=[C:9]([CH2:25][CH:26]([CH3:28])[CH3:27])[C:10]3[N:15]=[C:14]([C:16]4[CH:21]=[C:20]([CH3:22])[C:19]([OH:23])=[C:18]([CH3:24])[CH:17]=4)[O:13][C:11]=3[N:12]=2)=[CH:4][CH:3]=1.Br[CH2:32][C:33]([O:35][C:36]([CH3:39])([CH3:38])[CH3:37])=[O:34]. No catalyst specified. The product is [Cl:1][C:2]1[CH:30]=[CH:29][C:5]([CH2:6][C:7]2[N:8]=[C:9]([CH2:25][CH:26]([CH3:28])[CH3:27])[C:10]3[N:15]=[C:14]([C:16]4[CH:21]=[C:20]([CH3:22])[C:19]([O:23][CH2:32][C:33]([O:35][C:36]([CH3:39])([CH3:38])[CH3:37])=[O:34])=[C:18]([CH3:24])[CH:17]=4)[O:13][C:11]=3[N:12]=2)=[CH:4][CH:3]=1. The yield is 0.920. (3) The reactants are [CH3:1][O:2][C:3]1[C:10]([C:11]2[S:12][CH:13]=[CH:14][CH:15]=2)=[CH:9][C:6]([CH:7]=O)=[C:5]([O:16][C:17]2[CH:22]=[CH:21][CH:20]=[C:19]([CH3:23])[N:18]=2)[CH:4]=1.[C:24]([C:27]1[CH:32]=[CH:31][C:30]([S:33]([NH2:36])(=[O:35])=[O:34])=[CH:29][CH:28]=1)(=[O:26])[CH3:25].C[O-].[Li+]. The catalyst is CN(C)C=O.CO.O. The product is [CH3:1][O:2][C:3]1[C:10]([C:11]2[S:12][CH:13]=[CH:14][CH:15]=2)=[CH:9][C:6](/[CH:7]=[CH:25]/[C:24]([C:27]2[CH:28]=[CH:29][C:30]([S:33]([NH2:36])(=[O:35])=[O:34])=[CH:31][CH:32]=2)=[O:26])=[C:5]([O:16][C:17]2[CH:22]=[CH:21][CH:20]=[C:19]([CH3:23])[N:18]=2)[CH:4]=1. The yield is 0.820. (4) The yield is 0.810. The product is [CH3:21][P:19]([C:16]1[CH:17]=[CH:18][C:13]([NH:12][C:4]2[N:3]=[C:2]([NH:30][CH2:31][CH2:32][C:33]3[C:41]4[C:36](=[CH:37][CH:38]=[CH:39][CH:40]=4)[NH:35][CH:34]=3)[C:7]([C:8]([F:11])([F:10])[F:9])=[CH:6][N:5]=2)=[CH:14][CH:15]=1)([CH3:22])=[O:20]. The reactants are Cl[C:2]1[C:7]([C:8]([F:11])([F:10])[F:9])=[CH:6][N:5]=[C:4]([NH:12][C:13]2[CH:18]=[CH:17][C:16]([P:19]([CH3:22])([CH3:21])=[O:20])=[CH:15][CH:14]=2)[N:3]=1.C(N(CC)CC)C.[NH2:30][CH2:31][CH2:32][C:33]1[C:41]2[C:36](=[CH:37][CH:38]=[CH:39][CH:40]=2)[NH:35][CH:34]=1. The catalyst is C(O)C. (5) The yield is 0.810. The product is [C:1]([O:5][C:6]([N:8]1[C:13]2[CH:14]=[C:15]([Cl:19])[C:16]([C:46]3[CH:47]=[N:48][N:49]([C:51]([C:58]4[CH:63]=[CH:62][CH:61]=[CH:60][CH:59]=4)([C:52]4[CH:53]=[CH:54][CH:55]=[CH:56][CH:57]=4)[C:64]4[CH:69]=[CH:68][CH:67]=[CH:66][CH:65]=4)[CH:50]=3)=[CH:17][C:12]=2[O:11][CH:10]([C:20]([N:22]2[CH2:27][CH2:26][C:25]([C:36]#[N:37])([CH2:28][C:29]3[CH:34]=[CH:33][C:32]([F:35])=[CH:31][CH:30]=3)[CH2:24][CH2:23]2)=[O:21])[CH2:9]1)=[O:7])([CH3:4])([CH3:3])[CH3:2]. The reactants are [C:1]([O:5][C:6]([N:8]1[C:13]2[CH:14]=[C:15]([Cl:19])[C:16](Br)=[CH:17][C:12]=2[O:11][CH:10]([C:20]([N:22]2[CH2:27][CH2:26][C:25]([C:36]#[N:37])([CH2:28][C:29]3[CH:34]=[CH:33][C:32]([F:35])=[CH:31][CH:30]=3)[CH2:24][CH2:23]2)=[O:21])[CH2:9]1)=[O:7])([CH3:4])([CH3:3])[CH3:2].CC1(C)C(C)(C)OB([C:46]2[CH:47]=[N:48][N:49]([C:51]([C:64]3[CH:69]=[CH:68][CH:67]=[CH:66][CH:65]=3)([C:58]3[CH:63]=[CH:62][CH:61]=[CH:60][CH:59]=3)[C:52]3[CH:57]=[CH:56][CH:55]=[CH:54][CH:53]=3)[CH:50]=2)O1.C(=O)([O-])[O-].[Na+].[Na+]. The catalyst is O.C1C=CC(P(C2C=CC=CC=2)[C-]2C=CC=C2)=CC=1.C1C=CC(P(C2C=CC=CC=2)[C-]2C=CC=C2)=CC=1.Cl[Pd]Cl.[Fe+2]. (6) The reactants are [CH3:1][O:2][C:3]1[CH:4]=[CH:5][C:6]([O:9][C:10]2[CH:15]=[C:14]([CH3:16])[C:13]([C:17]3[N:18]=[C:19]([NH2:22])[S:20][CH:21]=3)=[C:12]([CH3:23])[CH:11]=2)=[N:7][CH:8]=1.C(N(CC)CC)C.Cl.[C:32](Cl)(=[O:39])[C:33]1[CH:38]=[CH:37][N:36]=[CH:35][CH:34]=1. The catalyst is C(Cl)Cl. The product is [CH3:1][O:2][C:3]1[CH:4]=[CH:5][C:6]([O:9][C:10]2[CH:15]=[C:14]([CH3:16])[C:13]([C:17]3[N:18]=[C:19]([NH:22][C:32](=[O:39])[C:33]4[CH:38]=[CH:37][N:36]=[CH:35][CH:34]=4)[S:20][CH:21]=3)=[C:12]([CH3:23])[CH:11]=2)=[N:7][CH:8]=1. The yield is 0.520. (7) The reactants are C(O)(=O)C=O.[CH2:6]([OH:28])[C@H:7]1[O:12][C@@H:11]([O:13][C@H]2[C@H](O)[C@@H](O)[C@H](O)O[C@@H]2CO)[C@H:10]([OH:25])[C@@H:9]([OH:26])[C@@H:8]1[OH:27]. The catalyst is O. The product is [O:13]=[CH:11][C@@H:10]([C@H:9]([C@@H:8]([C@@H:7]([CH2:6][OH:28])[OH:12])[OH:27])[OH:26])[OH:25]. The yield is 0.163.